Dataset: Catalyst prediction with 721,799 reactions and 888 catalyst types from USPTO. Task: Predict which catalyst facilitates the given reaction. (1) Reactant: [C:1]([C:3]1[C:4](OS(C)(=O)=O)=[N:5][C:6]([CH2:14][O:15][CH2:16][C:17]2[CH:22]=[CH:21][C:20]([O:23][CH3:24])=[C:19]([O:25][CH3:26])[CH:18]=2)=[C:7]([CH:13]=1)[C:8]([O:10][CH2:11][CH3:12])=[O:9])#[N:2].[CH2:32]([S:39]([NH:42][C:43]([CH:45]1[CH2:48][NH:47][CH2:46]1)=[O:44])(=[O:41])=[O:40])[C:33]1[CH:38]=[CH:37][CH:36]=[CH:35][CH:34]=1.CCN(C(C)C)C(C)C.Cl. Product: [CH2:32]([S:39]([NH:42][C:43]([CH:45]1[CH2:46][N:47]([C:4]2[C:3]([C:1]#[N:2])=[CH:13][C:7]([C:8]([O:10][CH2:11][CH3:12])=[O:9])=[C:6]([CH2:14][O:15][CH2:16][C:17]3[CH:22]=[CH:21][C:20]([O:23][CH3:24])=[C:19]([O:25][CH3:26])[CH:18]=3)[N:5]=2)[CH2:48]1)=[O:44])(=[O:40])=[O:41])[C:33]1[CH:34]=[CH:35][CH:36]=[CH:37][CH:38]=1. The catalyst class is: 315. (2) Reactant: [CH3:1][C:2]([CH3:18])([CH3:17])/[CH:3]=[CH:4]/[C:5]1[C:12]([C:13]#[N:14])=[C:11]([OH:15])[C:10]([OH:16])=[CH:9][C:6]=1[C:7]#[N:8]. Product: [CH3:1][C:2]([CH3:18])([CH3:17])[CH2:3][CH2:4][C:5]1[C:12]([C:13]#[N:14])=[C:11]([OH:15])[C:10]([OH:16])=[CH:9][C:6]=1[C:7]#[N:8]. The catalyst class is: 19. (3) Reactant: [Cl:1][C:2]1[C:10]2[N:9]=[C:8]([NH:11][C:12]3[C:13]([CH3:18])=[N:14][O:15][C:16]=3[CH3:17])[N:7]([CH2:19][CH2:20][CH2:21][CH2:22]O)[C:6]=2[C:5]([CH:24]([CH2:27][CH3:28])[CH2:25][CH3:26])=[CH:4][CH:3]=1.CS(Cl)(=O)=O.C(=O)(O)[O-].[Na+].C(=O)([O-])[O-].[K+].[K+]. Product: [Cl:1][C:2]1[C:10]2[N:9]=[C:8]3[N:11]([C:12]4[C:13]([CH3:18])=[N:14][O:15][C:16]=4[CH3:17])[CH2:22][CH2:21][CH2:20][CH2:19][N:7]3[C:6]=2[C:5]([CH:24]([CH2:27][CH3:28])[CH2:25][CH3:26])=[CH:4][CH:3]=1. The catalyst class is: 300. (4) Reactant: [Cl:1][C:2]1[CH:3]=[C:4]2[C:10]([C:11]3[N:16]=[C:15]([NH:17][CH2:18][CH:19]4[CH2:24][C:23]([F:26])([F:25])[CH2:22][CH2:21][N:20]4[C:27]([O:29][C:30]([CH3:33])([CH3:32])[CH3:31])=[O:28])[C:14]([F:34])=[CH:13][N:12]=3)=[CH:9][N:8](S(C3C=CC(C)=CC=3)(=O)=O)[C:5]2=[N:6][CH:7]=1.C[O-].[Na+]. Product: [Cl:1][C:2]1[CH:3]=[C:4]2[C:10]([C:11]3[N:16]=[C:15]([NH:17][CH2:18][CH:19]4[CH2:24][C:23]([F:26])([F:25])[CH2:22][CH2:21][N:20]4[C:27]([O:29][C:30]([CH3:32])([CH3:31])[CH3:33])=[O:28])[C:14]([F:34])=[CH:13][N:12]=3)=[CH:9][NH:8][C:5]2=[N:6][CH:7]=1. The catalyst class is: 5. (5) Reactant: C1[O:9][C:8]2[CH:7]=[CH:6][C:5]([C:10]([C:12]([C:14]3[CH:19]=[CH:18][C:17]4[O:20]C[O:22][C:16]=4[CH:15]=3)=O)=O)=[CH:4][C:3]=2[O:2]1. Product: [OH:2][C:3]1[CH:4]=[C:5]([CH2:10][CH2:12][C:14]2[CH:19]=[CH:18][C:17]([OH:20])=[C:16]([OH:22])[CH:15]=2)[CH:6]=[CH:7][C:8]=1[OH:9]. The catalyst class is: 105. (6) Reactant: CC(C[AlH]CC(C)C)C.[F:10][C:11]([F:36])([F:35])[C:12]1[CH:34]=[CH:33][CH:32]=[CH:31][C:13]=1[O:14][CH:15]1[CH2:20][CH2:19][N:18]([C:21]2[S:22][CH:23]=[C:24]([C:26](OCC)=[O:27])[N:25]=2)[CH2:17][CH2:16]1.CO. Product: [F:35][C:11]([F:10])([F:36])[C:12]1[CH:34]=[CH:33][CH:32]=[CH:31][C:13]=1[O:14][CH:15]1[CH2:16][CH2:17][N:18]([C:21]2[S:22][CH:23]=[C:24]([CH:26]=[O:27])[N:25]=2)[CH2:19][CH2:20]1. The catalyst class is: 76. (7) Reactant: [F:1][C:2]1[CH:7]=[CH:6][C:5]([NH:8][C:9]([C:11]2[N:15]([CH3:16])[CH:14]=[C:13]([C:17](=[O:23])[C:18]([O:20]CC)=O)[CH:12]=2)=[O:10])=[CH:4][C:3]=1[CH3:24].[CH:25]([NH2:28])([CH3:27])[CH3:26]. Product: [F:1][C:2]1[CH:7]=[CH:6][C:5]([NH:8][C:9]([C:11]2[N:15]([CH3:16])[CH:14]=[C:13]([C:17](=[O:23])[C:18]([NH:28][CH:25]([CH3:27])[CH3:26])=[O:20])[CH:12]=2)=[O:10])=[CH:4][C:3]=1[CH3:24]. The catalyst class is: 14. (8) Reactant: COC1C=CC(C[N:8](CC2C=CC(OC)=CC=2)[C:9]2[N:14]=[C:13]([CH3:15])[N:12]=[C:11]([C:16]3[CH:17]=[C:18]([CH2:31][OH:32])[CH:19]=[N:20][C:21]=3[NH:22][C:23]3[CH:24]=[N:25][C:26]([O:29][CH3:30])=[CH:27][CH:28]=3)[N:10]=2)=CC=1.FC(F)(F)S(O)(=O)=O. Product: [NH2:8][C:9]1[N:14]=[C:13]([CH3:15])[N:12]=[C:11]([C:16]2[CH:17]=[C:18]([CH2:31][OH:32])[CH:19]=[N:20][C:21]=2[NH:22][C:23]2[CH:24]=[N:25][C:26]([O:29][CH3:30])=[CH:27][CH:28]=2)[N:10]=1. The catalyst class is: 55.